Dataset: Catalyst prediction with 721,799 reactions and 888 catalyst types from USPTO. Task: Predict which catalyst facilitates the given reaction. (1) Reactant: [Br:1][C:2]1[CH:7]=[CH:6][C:5]([Cl:8])=[CH:4][C:3]=1[CH2:9]Br.C([O-])([O-])=O.[K+].[K+].[CH3:17][O:18][CH2:19][CH2:20][O:21][C:22]1[CH:27]=[CH:26][C:25]([OH:28])=[CH:24][CH:23]=1. Product: [Br:1][C:2]1[CH:7]=[CH:6][C:5]([Cl:8])=[CH:4][C:3]=1[CH2:9][O:28][C:25]1[CH:24]=[CH:23][C:22]([O:21][CH2:20][CH2:19][O:18][CH3:17])=[CH:27][CH:26]=1. The catalyst class is: 10. (2) Reactant: [F:1][CH:2]([F:12])[C:3]1[C:7]([C:8](Cl)=[O:9])=[CH:6][N:5]([CH3:11])[N:4]=1.[Cl:13][C:14]1[CH:19]=[C:18]([Cl:20])[CH:17]=[CH:16][C:15]=1[CH:21]([O:25][CH3:26])[CH:22]([NH2:24])[CH3:23].C(N(CC)CC)C. Product: [Cl:13][C:14]1[CH:19]=[C:18]([Cl:20])[CH:17]=[CH:16][C:15]=1[CH:21]([O:25][CH3:26])[CH:22]([NH:24][C:8]([C:7]1[C:3]([CH:2]([F:12])[F:1])=[N:4][N:5]([CH3:11])[CH:6]=1)=[O:9])[CH3:23]. The catalyst class is: 4. (3) Reactant: [C:1]1([C:29]2[CH:34]=[CH:33][CH:32]=[CH:31][CH:30]=2)[CH:6]=[CH:5][C:4]([NH:7][C:8]([C:10]2[CH:18]=[CH:17][C:13]([C:14](O)=[O:15])=[C:12]([NH:19][C:20](=[O:28])[CH2:21][N:22]3[CH2:27][CH2:26][O:25][CH2:24][CH2:23]3)[CH:11]=2)=[O:9])=[CH:3][CH:2]=1.[CH3:35][N:36]([CH3:41])[CH2:37][CH2:38][CH2:39][NH2:40].F[P-](F)(F)(F)(F)F.N1(O[P+](N2CCCC2)(N2CCCC2)N2CCCC2)C2C=CC=CC=2N=N1.C(N(C(C)C)CC)(C)C. Product: [C:1]1([C:29]2[CH:34]=[CH:33][CH:32]=[CH:31][CH:30]=2)[CH:2]=[CH:3][C:4]([NH:7][C:8](=[O:9])[C:10]2[CH:18]=[CH:17][C:13]([C:14]([NH:40][CH2:39][CH2:38][CH2:37][N:36]([CH3:41])[CH3:35])=[O:15])=[C:12]([NH:19][C:20](=[O:28])[CH2:21][N:22]3[CH2:27][CH2:26][O:25][CH2:24][CH2:23]3)[CH:11]=2)=[CH:5][CH:6]=1. The catalyst class is: 3. (4) Reactant: [CH3:1][NH2:2].F[C:4]1[CH:13]=[CH:12][C:7]([C:8]([O:10][CH3:11])=[O:9])=[CH:6][C:5]=1[N+:14]([O-:16])=[O:15]. Product: [CH3:11][O:10][C:8](=[O:9])[C:7]1[CH:12]=[CH:13][C:4]([NH:2][CH3:1])=[C:5]([N+:14]([O-:16])=[O:15])[CH:6]=1. The catalyst class is: 5. (5) Reactant: [OH:1][C:2]1[CH:7]=[C:6]([CH3:8])[NH:5][C:4](=[O:9])[CH:3]=1.[Cl:10]N1C(=O)CCC1=O. Product: [Cl:10][C:3]1[C:4](=[O:9])[NH:5][C:6]([CH3:8])=[CH:7][C:2]=1[OH:1]. The catalyst class is: 15. (6) Product: [Cl:17][C:18]1[CH:19]=[C:20]([C:25]([OH:30])([C:26]([F:27])([F:28])[F:29])[CH2:2][C:1]([C:4]2[CH:5]=[CH:6][C:7]([N:12]3[CH:16]=[N:15][CH:14]=[N:13]3)=[C:8]([CH:11]=2)[C:9]#[N:10])=[O:3])[CH:21]=[C:22]([Cl:24])[CH:23]=1. The catalyst class is: 226. Reactant: [C:1]([C:4]1[CH:5]=[CH:6][C:7]([N:12]2[CH:16]=[N:15][CH:14]=[N:13]2)=[C:8]([CH:11]=1)[C:9]#[N:10])(=[O:3])[CH3:2].[Cl:17][C:18]1[CH:19]=[C:20]([C:25](=[O:30])[C:26]([F:29])([F:28])[F:27])[CH:21]=[C:22]([Cl:24])[CH:23]=1.C(N(CCCC)CCCC)CCC.Cl. (7) Reactant: [H-].[Na+].[CH2:3]([N:10]([CH2:14][CH2:15][C:16]1[C:17](Cl)=[N:18][CH:19]=[CH:20][CH:21]=1)[CH2:11][CH2:12][OH:13])[C:4]1[CH:9]=[CH:8][CH:7]=[CH:6][CH:5]=1.O. Product: [CH2:3]([N:10]1[CH2:14][CH2:15][C:16]2[CH:21]=[CH:20][CH:19]=[N:18][C:17]=2[O:13][CH2:12][CH2:11]1)[C:4]1[CH:9]=[CH:8][CH:7]=[CH:6][CH:5]=1. The catalyst class is: 1.